Dataset: Catalyst prediction with 721,799 reactions and 888 catalyst types from USPTO. Task: Predict which catalyst facilitates the given reaction. (1) Reactant: [CH2:1]([O:3][C:4](=[O:17])[CH2:5][N:6]1[CH:14]=[N:13][C:12]2[C:7]1=[N:8][C:9]([Cl:16])=[N:10][C:11]=2Cl)[CH3:2].O.C([O-])([O-])=O.[K+].[K+].[OH:25][C:26]1[CH:27]=[C:28](B(O)O)[CH:29]=[CH:30][CH:31]=1. Product: [CH2:1]([O:3][C:4](=[O:17])[CH2:5][N:6]1[CH:14]=[N:13][C:12]2[C:7]1=[N:8][C:9]([Cl:16])=[N:10][C:11]=2[C:30]1[CH:29]=[CH:28][CH:27]=[C:26]([OH:25])[CH:31]=1)[CH3:2]. The catalyst class is: 12. (2) Reactant: [C:1]([C:5]1[O:9][N:8]=[C:7]([NH:10][C:11]([NH:13][C:14]2[CH:19]=[CH:18][CH:17]=[C:16]([O:20][C:21]3[C:30]4[C:25](=[CH:26][C:27]([O:33][CH:34]5[CH2:39][CH2:38][NH:37][CH2:36][CH2:35]5)=[C:28]([O:31][CH3:32])[CH:29]=4)[N:24]=[CH:23][N:22]=3)[CH:15]=2)=[O:12])[CH:6]=1)([CH3:4])([CH3:3])[CH3:2].FC(F)(F)S(O[CH2:46][CH:47]([F:49])[F:48])(=O)=O.C(N(CC)C(C)C)(C)C. Product: [C:1]([C:5]1[O:9][N:8]=[C:7]([NH:10][C:11]([NH:13][C:14]2[CH:19]=[CH:18][CH:17]=[C:16]([O:20][C:21]3[C:30]4[C:25](=[CH:26][C:27]([O:33][CH:34]5[CH2:39][CH2:38][N:37]([CH2:46][CH:47]([F:49])[F:48])[CH2:36][CH2:35]5)=[C:28]([O:31][CH3:32])[CH:29]=4)[N:24]=[CH:23][N:22]=3)[CH:15]=2)=[O:12])[CH:6]=1)([CH3:4])([CH3:2])[CH3:3]. The catalyst class is: 2. (3) Reactant: [Br:1][C:2]1[CH:7]=[C:6]([O:8][CH3:9])[CH:5]=[C:4]([O:10]C)[CH:3]=1.[C-]#N.[K+]. Product: [Br:1][C:2]1[CH:3]=[C:4]([OH:10])[CH:5]=[C:6]([O:8][CH3:9])[CH:7]=1. The catalyst class is: 16. (4) Reactant: [NH2:1][C:2]1[CH:11]=[C:10]2[C:5]([CH:6]=[CH:7][CH:8]=[C:9]2[N:12]2[CH2:17][CH2:16][N:15]([CH3:18])[CH2:14][CH2:13]2)=[CH:4][CH:3]=1.F[C:20]1[CH:25]=[CH:24][CH:23]=[CH:22][C:21]=1[N+:26]([O-:28])=[O:27].C(OCC)(=O)C.CCOCC. Product: [N+:26]([C:21]1[CH:22]=[CH:23][CH:24]=[CH:25][C:20]=1[NH:1][C:2]1[CH:11]=[C:10]2[C:5]([CH:6]=[CH:7][CH:8]=[C:9]2[N:12]2[CH2:17][CH2:16][N:15]([CH3:18])[CH2:14][CH2:13]2)=[CH:4][CH:3]=1)([O-:28])=[O:27]. The catalyst class is: 456. (5) Reactant: C(=O)([O-])[O-].[K+].[K+].[CH2:7]([NH2:12])[CH2:8][CH:9]([CH3:11])[CH3:10].[CH:13]1[C:22]2[C:17](=[CH:18][CH:19]=[CH:20][CH:21]=2)[CH:16]=[CH:15][C:14]=1[O:23][CH2:24][CH2:25][CH2:26][CH2:27]Cl. Product: [CH2:7]([NH:12][CH2:27][CH2:26][CH2:25][CH2:24][O:23][C:14]1[CH:15]=[CH:16][C:17]2[C:22](=[CH:21][CH:20]=[CH:19][CH:18]=2)[CH:13]=1)[CH2:8][CH:9]([CH3:11])[CH3:10]. The catalyst class is: 58. (6) Reactant: FC(F)(F)C(OC(=O)C(F)(F)F)=O.[Cl:14][C:15]1[CH:35]=[CH:34][C:18]([O:19][CH2:20][C:21]2[CH:26]=[CH:25][CH:24]=[CH:23][C:22]=2[C:27](=[N:31][O:32][CH3:33])[C:28]([NH2:30])=O)=[CH:17][CH:16]=1.N1C=CC=CC=1. Product: [Cl:14][C:15]1[CH:16]=[CH:17][C:18]([O:19][CH2:20][C:21]2[CH:26]=[CH:25][CH:24]=[CH:23][C:22]=2[C:27](=[N:31][O:32][CH3:33])[C:28]#[N:30])=[CH:34][CH:35]=1. The catalyst class is: 28. (7) Reactant: Cl.O.[OH:3][C:4]12[C:15]3[C:10](=[C:11]([N+:16]([O-])=O)[CH:12]=[CH:13][CH:14]=3)[C:9](=[O:19])[C:8]1([NH:20][C:21]([C:23]1[CH:31]3[CH:26]([CH:27]=[CH:28][CH:29]=[CH:30]3)[N:25]([CH3:32])[N:24]=1)=[O:22])[C:7]1[CH:33]=[CH:34][C:35]([CH:37]([CH3:39])[CH3:38])=[CH:36][C:6]=1[O:5]2. Product: [NH2:16][C:11]1[CH:12]=[CH:13][CH:14]=[C:15]2[C:10]=1[C:9](=[O:19])[C:8]1([NH:20][C:21]([C:23]3[C:31]4[C:26](=[CH:27][CH:28]=[CH:29][CH:30]=4)[N:25]([CH3:32])[N:24]=3)=[O:22])[C:7]3[CH:33]=[CH:34][C:35]([CH:37]([CH3:39])[CH3:38])=[CH:36][C:6]=3[O:5][C:4]12[OH:3]. The catalyst class is: 186. (8) The catalyst class is: 6. Reactant: P([O-])(O)(O)=O.[K+].P(=O)(O)(O)O.O=C[C@@H]([C@H]([C@@H]([C@@H](CO)O)O)O)O.C1C=[N+]([C@@H]2O[C@H](COP(OP(OC[C@H]3O[C@@H](N4C5N=CN=C(N)C=5N=C4)[C@H](OP(O)(O)=O)[C@@H]3O)(O)=O)(O)=O)[C@@H](O)[C@H]2O)C=C(C(N)=O)C=1.[O:72]=[C:73]1[CH2:78][CH2:77][O:76][CH2:75][C@@H:74]1[NH:79][C:80](=[O:89])[O:81][CH2:82][C:83]1[CH:88]=[CH:87][CH:86]=[CH:85][CH:84]=1.[OH-].[Na+]. Product: [OH:72][C@H:73]1[CH2:78][CH2:77][O:76][CH2:75][C@@H:74]1[NH:79][C:80](=[O:89])[O:81][CH2:82][C:83]1[CH:88]=[CH:87][CH:86]=[CH:85][CH:84]=1.